Predict the reactants needed to synthesize the given product. From a dataset of Full USPTO retrosynthesis dataset with 1.9M reactions from patents (1976-2016). (1) Given the product [CH2:10]([C:17]1[CH:18]=[C:19]([NH:22][C:6]2[C:5]([Cl:9])=[CH:4][N:3]=[C:2]([Cl:1])[N:7]=2)[NH:20][N:21]=1)[C:11]1[CH:12]=[CH:13][CH:14]=[CH:15][CH:16]=1, predict the reactants needed to synthesize it. The reactants are: [Cl:1][C:2]1[N:7]=[C:6](Cl)[C:5]([Cl:9])=[CH:4][N:3]=1.[CH2:10]([C:17]1[CH:18]=[C:19]([NH2:22])[NH:20][N:21]=1)[C:11]1[CH:16]=[CH:15][CH:14]=[CH:13][CH:12]=1.C(N(CC)CC)C. (2) Given the product [F:14][C:13]1[C:7]([F:6])=[C:8]2[C:10]([CH:16]=[CH:17][CH:19]=[N:9]2)=[CH:11][CH:12]=1, predict the reactants needed to synthesize it. The reactants are: S(=O)(=O)(O)O.[F:6][C:7]1[C:13]([F:14])=[CH:12][CH:11]=[CH:10][C:8]=1[NH2:9].O[CH2:16][CH:17]([CH2:19]O)O. (3) Given the product [OH:19][CH:18]1[CH2:17][CH:16]2[N:7]([CH2:8][CH2:9][C:10]3[CH:11]=[C:12]([O:22][CH3:23])[C:13]([O:20][CH3:21])=[CH:14][C:15]=32)[CH2:6][CH:5]1[CH2:4][CH:2]([O:28][CH3:26])[CH3:1], predict the reactants needed to synthesize it. The reactants are: [CH3:1][CH:2]([CH2:4][CH:5]1[C:18](=[O:19])[CH2:17][CH:16]2[N:7]([CH2:8][CH2:9][C:10]3[C:15]2=[CH:14][C:13]([O:20][CH3:21])=[C:12]([O:22][CH3:23])[CH:11]=3)[CH2:6]1)C.[BH4-].[Na+].[CH2:26]([OH:28])C. (4) The reactants are: [Cl:1][C:2]1[CH:3]=[CH:4][C:5]([NH:8][CH3:9])=[N:6][CH:7]=1.Cl[C:11](=[O:16])[C:12]([O:14][CH3:15])=[O:13]. Given the product [CH3:15][O:14][C:12](=[O:13])[C:11]([N:8]([C:5]1[CH:4]=[CH:3][C:2]([Cl:1])=[CH:7][N:6]=1)[CH3:9])=[O:16], predict the reactants needed to synthesize it. (5) Given the product [Cl:1][C:2]1[CH:3]=[CH:4][CH:5]=[C:6]2[C:11]=1[C:10]([CH2:12][C:13]1[CH:21]=[CH:20][CH:19]=[C:15]([C:16]([N:28]3[CH2:29][CH2:30][CH:25]([O:24][CH3:23])[CH2:26][CH2:27]3)=[O:17])[CH:14]=1)=[N:9][NH:8][C:7]2=[O:22], predict the reactants needed to synthesize it. The reactants are: [Cl:1][C:2]1[CH:3]=[CH:4][CH:5]=[C:6]2[C:11]=1[C:10]([CH2:12][C:13]1[CH:14]=[C:15]([CH:19]=[CH:20][CH:21]=1)[C:16](O)=[O:17])=[N:9][NH:8][C:7]2=[O:22].[CH3:23][O:24][CH:25]1[CH2:30][CH2:29][NH:28][CH2:27][CH2:26]1.C(N(C(C)C)C(C)C)C.CN(C(ON1N=NC2C=CC=CC1=2)=[N+](C)C)C.F[P-](F)(F)(F)(F)F. (6) Given the product [NH2:17][C:18]1[C:19]([C:25]([NH:27][C:28]2[CH:29]=[N:30][CH:31]=[CH:32][CH:33]=2)=[O:26])=[N:20][C:21]([C:9]2[CH:10]=[CH:11][C:12]([OH:15])=[CH:13][CH:14]=2)=[CH:22][N:23]=1, predict the reactants needed to synthesize it. The reactants are: CC1(C)C(C)(C)OB([C:9]2[CH:14]=[CH:13][C:12]([OH:15])=[CH:11][CH:10]=2)O1.[NH2:17][C:18]1[C:19]([C:25]([NH:27][C:28]2[CH:29]=[N:30][CH:31]=[CH:32][CH:33]=2)=[O:26])=[N:20][C:21](Br)=[CH:22][N:23]=1.C([O-])([O-])=O.[Na+].[Na+].C(Cl)Cl. (7) Given the product [OH:48][CH:19]([C:15]1[C:14]2[C:10]([CH3:9])=[C:11]([C:21]([NH:23][C:24]3[CH:25]=[CH:26][C:27]([C:30]4[CH:35]=[CH:34][C:33]([S:36]([NH:39][C@H:40]([C:44]([O:46][CH3:47])=[O:45])[CH:41]([CH3:43])[CH3:42])(=[O:38])=[O:37])=[CH:32][CH:31]=4)=[CH:28][CH:29]=3)=[O:22])[O:12][C:13]=2[CH:18]=[CH:17][CH:16]=1)[CH2:20][OH:5], predict the reactants needed to synthesize it. The reactants are: C[N+]1([O-])CC[O:5]CC1.[CH3:9][C:10]1[C:14]2[C:15]([CH:19]=[CH2:20])=[CH:16][CH:17]=[CH:18][C:13]=2[O:12][C:11]=1[C:21]([NH:23][C:24]1[CH:29]=[CH:28][C:27]([C:30]2[CH:35]=[CH:34][C:33]([S:36]([NH:39][C@H:40]([C:44]([O:46][CH3:47])=[O:45])[CH:41]([CH3:43])[CH3:42])(=[O:38])=[O:37])=[CH:32][CH:31]=2)=[CH:26][CH:25]=1)=[O:22].[OH2:48]. (8) Given the product [O:21]=[C:16]1[CH2:20][CH2:19][CH:18]([C:7]([C:1]2[CH:2]=[CH:3][CH:4]=[CH:5][CH:6]=2)([C:10]2[CH:11]=[CH:12][CH:13]=[CH:14][CH:15]=2)[C:8]#[N:9])[CH2:17]1, predict the reactants needed to synthesize it. The reactants are: [C:1]1([CH:7]([C:10]2[CH:15]=[CH:14][CH:13]=[CH:12][CH:11]=2)[C:8]#[N:9])[CH:6]=[CH:5][CH:4]=[CH:3][CH:2]=1.[C:16]1(=[O:21])[CH2:20][CH2:19][CH:18]=[CH:17]1.CC(C)([O-])C.[K+].Cl.